From a dataset of Catalyst prediction with 721,799 reactions and 888 catalyst types from USPTO. Predict which catalyst facilitates the given reaction. (1) Reactant: O=[C:2]1[CH2:7][CH2:6][N:5]([C:8]([O:10][C:11]([CH3:14])([CH3:13])[CH3:12])=[O:9])[CH2:4][CH:3]1[C:15]([O:17]C)=O.[Br:19][C:20]1[CH:25]=[CH:24][C:23]([NH:26][C:27]([NH2:29])=[NH:28])=[CH:22][CH:21]=1.[O-]CC.[Na+]. Product: [Br:19][C:20]1[CH:21]=[CH:22][C:23]([NH:26][C:27]2[N:28]=[C:15]([OH:17])[C:3]3[CH2:4][N:5]([C:8]([O:10][C:11]([CH3:12])([CH3:13])[CH3:14])=[O:9])[CH2:6][CH2:7][C:2]=3[N:29]=2)=[CH:24][CH:25]=1. The catalyst class is: 8. (2) Reactant: [CH2:1]([N:8]1[CH2:12][CH2:11][C:10](=O)[CH2:9]1)[C:2]1[CH:7]=[CH:6][CH:5]=[CH:4][CH:3]=1.C1(P(=[CH:33][C:34]([O:36][CH3:37])=[O:35])(C2C=CC=CC=2)C2C=CC=CC=2)C=CC=CC=1. Product: [CH2:1]([N:8]1[CH2:12][CH2:11][C:10](=[CH:33][C:34]([O:36][CH3:37])=[O:35])[CH2:9]1)[C:2]1[CH:7]=[CH:6][CH:5]=[CH:4][CH:3]=1. The catalyst class is: 11. (3) Reactant: C([O:3][C:4](=[O:35])[CH2:5][S:6][C:7]1[CH:12]=[CH:11][C:10]([O:13][CH2:14][CH2:15][C@H:16]([O:18][C:19]2[CH:24]=[CH:23][C:22]([CH3:25])=[CH:21][C:20]=2[C:26](=[O:33])[C:27]2[CH:32]=[CH:31][CH:30]=[CH:29][CH:28]=2)[CH3:17])=[CH:9][C:8]=1[CH3:34])C.[OH-].[Na+].Cl. Product: [C:26]([C:20]1[CH:21]=[C:22]([CH3:25])[CH:23]=[CH:24][C:19]=1[O:18][C@H:16]([CH3:17])[CH2:15][CH2:14][O:13][C:10]1[CH:11]=[CH:12][C:7]([S:6][CH2:5][C:4]([OH:35])=[O:3])=[C:8]([CH3:34])[CH:9]=1)(=[O:33])[C:27]1[CH:28]=[CH:29][CH:30]=[CH:31][CH:32]=1. The catalyst class is: 40. (4) Reactant: Br[C:2]1[CH:3]=[C:4]([C:8](=[O:20])[C:9]([C:11]2[CH:16]=[CH:15][C:14]([O:17][CH3:18])=[C:13]([CH3:19])[CH:12]=2)=[O:10])[CH:5]=[CH:6][CH:7]=1.C1(C)C=CC=CC=1P(C1C=CC=CC=1C)C1C=CC=CC=1C.[N:43]1[CH:48]=[CH:47][C:46](B(O)O)=[CH:45][CH:44]=1.O. Product: [CH3:18][O:17][C:14]1[CH:15]=[CH:16][C:11]([C:9](=[O:10])[C:8]([C:4]2[CH:5]=[CH:6][CH:7]=[C:2]([C:46]3[CH:47]=[CH:48][N:43]=[CH:44][CH:45]=3)[CH:3]=2)=[O:20])=[CH:12][C:13]=1[CH3:19]. The catalyst class is: 160.